Dataset: Reaction yield outcomes from USPTO patents with 853,638 reactions. Task: Predict the reaction yield, written as a fraction of the theoretical maximum amount of product (1.0 means a 100% yield; for example, 0.34 means a 34% yield). (1) The yield is 0.800. The product is [NH2:1][C:2]1[C:3]([CH3:11])=[C:4]([C:8]([O:10][CH3:16])=[O:9])[CH:5]=[N:6][CH:7]=1. No catalyst specified. The reactants are [NH2:1][C:2]1[C:3]([CH3:11])=[C:4]([C:8]([OH:10])=[O:9])[CH:5]=[N:6][CH:7]=1.S(Cl)(Cl)=O.[CH3:16]O. (2) The product is [Cl:33][C:13]1[C:12]([O:11][C:6]2[N:5]=[C:4]3[S:3][C:2]([NH:1][C:38](=[O:37])[CH2:39][OH:40])=[N:10][C:9]3=[CH:8][CH:7]=2)=[CH:17][C:16]([NH:18][C:19](=[O:31])[C:20]2[CH:25]=[CH:24][CH:23]=[C:22]([C:26]([C:29]#[N:30])([CH3:28])[CH3:27])[CH:21]=2)=[C:15]([F:32])[CH:14]=1. The yield is 0.560. The catalyst is N1C=CC=CC=1.C(OCC)(=O)C. The reactants are [NH2:1][C:2]1[S:3][C:4]2[C:9]([N:10]=1)=[CH:8][CH:7]=[C:6]([O:11][C:12]1[C:13]([Cl:33])=[CH:14][C:15]([F:32])=[C:16]([NH:18][C:19](=[O:31])[C:20]3[CH:25]=[CH:24][CH:23]=[C:22]([C:26]([C:29]#[N:30])([CH3:28])[CH3:27])[CH:21]=3)[CH:17]=1)[N:5]=2.C([O:37][CH2:38][C:39](Cl)=[O:40])(=O)C.C(=O)([O-])[O-].[Na+].[Na+]. (3) The reactants are [N:1]1[CH:2]=[CH:3][N:4]2[CH:9]=[C:8]([CH2:10][OH:11])[CH:7]=[CH:6][C:5]=12.[B-](F)(F)(F)[F:13].[B-](F)(F)(F)F.C1[N+]2(CCl)CC[N+](F)(CC2)C1.C1COCC1.O. The product is [F:13][C:3]1[N:4]2[CH:9]=[C:8]([CH2:10][OH:11])[CH:7]=[CH:6][C:5]2=[N:1][CH:2]=1. The yield is 0.270. The catalyst is C(#N)C. (4) The reactants are [F:1][C:2]1([C:6]2[CH:13]=[CH:12][C:9]([C:10]#[N:11])=[CH:8][CH:7]=2)[CH2:5][O:4][CH2:3]1.Cl.[NH2:15][OH:16].C(N(CC)CC)C. The catalyst is C(O)C.O. The product is [F:1][C:2]1([C:6]2[CH:7]=[CH:8][C:9]([C:10](=[N:15][OH:16])[NH2:11])=[CH:12][CH:13]=2)[CH2:3][O:4][CH2:5]1. The yield is 0.670. (5) The reactants are [N:1]1[C:10]2[C:5](=[CH:6][CH:7]=[CH:8][C:9]=2[OH:11])[CH:4]=[CH:3][CH:2]=1.O[C@@H:13]([CH3:18])[C:14]([O:16][CH3:17])=[O:15].C1C=CC(P(C2C=CC=CC=2)C2C=CC=CC=2)=CC=1.CCOC(/N=N/C(OCC)=O)=O.Cl. The catalyst is C1COCC1. The product is [N:1]1[C:10]2[C:5](=[CH:6][CH:7]=[CH:8][C:9]=2[O:11][C@H:13]([CH3:18])[C:14]([O:16][CH3:17])=[O:15])[CH:4]=[CH:3][CH:2]=1. The yield is 0.630. (6) The reactants are [N:1]([C@@H:4]1[CH2:9][CH2:8][CH2:7][CH2:6][C@H:5]1OS(C1C=CC([N+]([O-])=O)=CC=1)(=O)=O)=[N+:2]=[N-:3].[Cl:23][C:24]1[CH:36]=[CH:35][C:27]([CH2:28][CH:29]2[CH2:34][CH2:33][NH:32][CH2:31][CH2:30]2)=[CH:26][CH:25]=1.CCN(CC)CC. The catalyst is CC#N. The product is [N:1]([C@H:4]1[CH2:9][CH2:8][CH2:7][CH2:6][C@H:5]1[N:32]1[CH2:33][CH2:34][CH:29]([CH2:28][C:27]2[CH:26]=[CH:25][C:24]([Cl:23])=[CH:36][CH:35]=2)[CH2:30][CH2:31]1)=[N+:2]=[N-:3]. The yield is 0.0900. (7) No catalyst specified. The reactants are Cl[CH2:2][C:3]1[NH:8][C:7](=[O:9])[CH:6]=[C:5]([CH3:10])[N:4]=1.[Cl:11][C:12]1[C:13]([O:35][CH3:36])=[CH:14][C:15]([O:33][CH3:34])=[C:16]([CH2:18][CH2:19][C:20]2([CH:28]3[CH2:32][CH2:31][CH2:30][CH2:29]3)[O:25][C:24](=[O:26])[CH2:23][C:22](=[O:27])[CH2:21]2)[CH:17]=1. The yield is 0.190. The product is [Cl:11][C:12]1[C:13]([O:35][CH3:36])=[CH:14][C:15]([O:33][CH3:34])=[C:16]([CH2:18][CH2:19][C:20]2([CH:28]3[CH2:32][CH2:31][CH2:30][CH2:29]3)[O:25][C:24](=[O:26])[C:23]([CH2:2][C:3]3[NH:8][C:7](=[O:9])[CH:6]=[C:5]([CH3:10])[N:4]=3)=[C:22]([OH:27])[CH2:21]2)[CH:17]=1. (8) The reactants are [Cl:1][C:2]1[CH:3]=[CH:4][C:5]([NH:11][C:12](=[O:15])[CH2:13]Cl)=[C:6]([CH:10]=1)[C:7]([OH:9])=[O:8].[CH:16]([N:29]1[CH2:34][CH2:33][NH:32][CH2:31][CH2:30]1)([C:23]1[CH:28]=[CH:27][CH:26]=[CH:25][CH:24]=1)[C:17]1[CH:22]=[CH:21][CH:20]=[CH:19][CH:18]=1.C(N(CC)C(C)C)(C)C.[I-].[Na+]. The catalyst is CN(C=O)C. The product is [Cl:1][C:2]1[CH:3]=[CH:4][C:5]([NH:11][C:12](=[O:15])[CH2:13][N:32]2[CH2:33][CH2:34][N:29]([CH:16]([C:17]3[CH:22]=[CH:21][CH:20]=[CH:19][CH:18]=3)[C:23]3[CH:28]=[CH:27][CH:26]=[CH:25][CH:24]=3)[CH2:30][CH2:31]2)=[C:6]([CH:10]=1)[C:7]([OH:9])=[O:8]. The yield is 0.110.